Dataset: TCR-epitope binding with 47,182 pairs between 192 epitopes and 23,139 TCRs. Task: Binary Classification. Given a T-cell receptor sequence (or CDR3 region) and an epitope sequence, predict whether binding occurs between them. (1) The epitope is LLQTGIHVRVSQPSL. The TCR CDR3 sequence is CASRQGGSDTQYF. Result: 1 (the TCR binds to the epitope). (2) Result: 0 (the TCR does not bind to the epitope). The epitope is ITEEVGHTDLMAAY. The TCR CDR3 sequence is CASSRQGLETQYF. (3) The epitope is RQLLFVVEV. The TCR CDR3 sequence is CASSQEGGGRYGYTF. Result: 0 (the TCR does not bind to the epitope). (4) The epitope is ISPRTLNAW. The TCR CDR3 sequence is CASSAGQGWKEQYF. Result: 1 (the TCR binds to the epitope). (5) The epitope is FPRPWLHGL. The TCR CDR3 sequence is CASSFSLAGRDEQFF. Result: 0 (the TCR does not bind to the epitope). (6) The epitope is TPINLVRDL. The TCR CDR3 sequence is CASSQARDLGEEKLFF. Result: 1 (the TCR binds to the epitope). (7) Result: 0 (the TCR does not bind to the epitope). The epitope is CLGGLLTMV. The TCR CDR3 sequence is CAWSVSGYNEQFF. (8) The epitope is PKYVKQNTLKLAT. The TCR CDR3 sequence is CASIPAPELAQETQYF. Result: 1 (the TCR binds to the epitope). (9) The epitope is KAYNVTQAF. The TCR CDR3 sequence is CASSFDKNTEAFF. Result: 1 (the TCR binds to the epitope).